This data is from Forward reaction prediction with 1.9M reactions from USPTO patents (1976-2016). The task is: Predict the product of the given reaction. (1) Given the reactants [O:1]=[C:2]1[CH2:6][CH2:5][CH2:4][N:3]1[C:7]1[S:11][C:10]([C:12]([O:14]C)=[O:13])=[CH:9][CH:8]=1.[OH-].[Na+], predict the reaction product. The product is: [O:1]=[C:2]1[CH2:6][CH2:5][CH2:4][N:3]1[C:7]1[S:11][C:10]([C:12]([OH:14])=[O:13])=[CH:9][CH:8]=1. (2) Given the reactants Cl[C:2]1[NH:10][C:9]2[C:4](=[N:5][CH:6]=[CH:7][CH:8]=2)[C:3]=1[C:11]#[N:12].[C:13]([O:17][C:18](=[O:25])[NH:19][C@H:20]1[CH2:24][CH2:23][NH:22][CH2:21]1)([CH3:16])([CH3:15])[CH3:14], predict the reaction product. The product is: [C:13]([O:17][C:18](=[O:25])[NH:19][C@H:20]1[CH2:24][CH2:23][N:22]([C:2]2[NH:10][C:9]3[C:4](=[N:5][CH:6]=[CH:7][CH:8]=3)[C:3]=2[C:11]#[N:12])[CH2:21]1)([CH3:16])([CH3:14])[CH3:15]. (3) Given the reactants [OH:1][C:2]([CH3:35])([CH3:34])[CH2:3][C@@:4]1([C:28]2[CH:33]=[CH:32][CH:31]=[CH:30][CH:29]=2)[O:9][C:8](=[O:10])[N:7]([C@H:11]([C:13]2[CH:18]=[CH:17][C:16](B3OC(C)(C)C(C)(C)O3)=[CH:15][CH:14]=2)[CH3:12])[CH2:6][CH2:5]1.Br[C:37]1[CH:42]=[CH:41][C:40]([F:43])=[CH:39][N:38]=1, predict the reaction product. The product is: [F:43][C:40]1[CH:41]=[CH:42][C:37]([C:16]2[CH:17]=[CH:18][C:13]([C@@H:11]([N:7]3[CH2:6][CH2:5][C@:4]([CH2:3][C:2]([OH:1])([CH3:34])[CH3:35])([C:28]4[CH:29]=[CH:30][CH:31]=[CH:32][CH:33]=4)[O:9][C:8]3=[O:10])[CH3:12])=[CH:14][CH:15]=2)=[N:38][CH:39]=1.